Dataset: Full USPTO retrosynthesis dataset with 1.9M reactions from patents (1976-2016). Task: Predict the reactants needed to synthesize the given product. (1) Given the product [Br:1][C:2]1[CH:7]=[CH:6][C:5]([O:8][C:11]([CH3:13])([CH3:12])[CH3:10])=[C:4]([F:9])[CH:3]=1, predict the reactants needed to synthesize it. The reactants are: [Br:1][C:2]1[CH:7]=[CH:6][C:5]([OH:8])=[C:4]([F:9])[CH:3]=1.[CH3:10][C:11](OC(OC(O[C:11]([CH3:13])([CH3:12])[CH3:10])=O)=O)([CH3:13])[CH3:12]. (2) Given the product [CH3:18][C:19]([NH:20][C:15]([C:7]1[CH:6]=[CH:5][C:4]([CH:1]2[CH2:2][CH2:3]2)=[C:9]([O:10][CH2:11][CH:12]2[CH2:13][CH2:14]2)[N:8]=1)=[O:17])([C:21]1[S:22][CH:23]=[CH:24][N:25]=1)[CH3:26], predict the reactants needed to synthesize it. The reactants are: [CH:1]1([C:4]2[CH:5]=[CH:6][C:7]([C:15]([OH:17])=O)=[N:8][C:9]=2[O:10][CH2:11][CH:12]2[CH2:14][CH2:13]2)[CH2:3][CH2:2]1.[CH3:18][C:19]([CH3:26])([C:21]1[S:22][CH:23]=[CH:24][N:25]=1)[NH2:20]. (3) Given the product [P:50]([OH:54])([OH:53])([OH:52])=[O:51].[CH2:1]([N:8]([CH2:22][C@@H:23]([OH:26])[CH2:24][NH2:27])[C:9]1[CH:14]=[CH:13][C:12]([N:15]2[CH2:20][CH2:19][O:18][CH2:17][C:16]2=[O:21])=[CH:11][CH:10]=1)[C:2]1[CH:7]=[CH:6][CH:5]=[CH:4][CH:3]=1, predict the reactants needed to synthesize it. The reactants are: [CH2:1]([N:8]([CH2:22][C@@H:23]([OH:26])[CH2:24]Cl)[C:9]1[CH:14]=[CH:13][C:12]([N:15]2[CH2:20][CH2:19][O:18][CH2:17][C:16]2=[O:21])=[CH:11][CH:10]=1)[C:2]1[CH:7]=[CH:6][CH:5]=[CH:4][CH:3]=1.[N-:27]=[N+]=[N-].[Na+].C1(P(C2C=CC=CC=2)C2C=CC=CC=2)C=CC=CC=1.[P:50](=[O:54])([OH:53])([OH:52])[OH:51]. (4) Given the product [C:40]([NH:39][C:37]([C:36]1[C:30]2[C:31](=[N:32][CH:33]=[C:28]([C:17]3[C:18]4[C:23](=[CH:22][CH:21]=[C:20]([O:24][CH:25]([F:27])[F:26])[CH:19]=4)[N:15]([CH2:14][CH:10]4[O:11][CH2:12][CH2:13][N:8]([CH2:1][C:2]5[CH:7]=[CH:6][CH:5]=[CH:4][CH:3]=5)[CH2:9]4)[N:16]=3)[N:29]=2)[NH:34][CH:35]=1)=[O:38])([CH3:43])([CH3:41])[CH3:42], predict the reactants needed to synthesize it. The reactants are: [CH2:1]([N:8]1[CH2:13][CH2:12][O:11][CH:10]([CH2:14][N:15]2[C:23]3[C:18](=[CH:19][C:20]([O:24][CH:25]([F:27])[F:26])=[CH:21][CH:22]=3)[C:17]([C:28]3[N:29]=[C:30]4[C:36]([C:37]([NH:39][C:40]([CH3:43])([CH3:42])[CH3:41])=[O:38])=[CH:35][N:34](COCC[Si](C)(C)C)[C:31]4=[N:32][CH:33]=3)=[N:16]2)[CH2:9]1)[C:2]1[CH:7]=[CH:6][CH:5]=[CH:4][CH:3]=1.FC(F)(F)C(O)=O. (5) Given the product [CH3:11][C:4]1[CH:3]=[C:2]([NH:1][S:18]([C:12]2[CH:17]=[CH:16][CH:15]=[CH:14][CH:13]=2)(=[O:20])=[O:19])[CH:9]=[C:8]([CH3:10])[C:5]=1[CH:6]=[O:7], predict the reactants needed to synthesize it. The reactants are: [NH2:1][C:2]1[CH:9]=[C:8]([CH3:10])[C:5]([CH:6]=[O:7])=[C:4]([CH3:11])[CH:3]=1.[C:12]1([S:18](Cl)(=[O:20])=[O:19])[CH:17]=[CH:16][CH:15]=[CH:14][CH:13]=1.[Cl-].[NH4+]. (6) Given the product [CH3:1][C:2]1[N:25]([C:22]2[CH:23]=[C:24]3[C:19](=[CH:20][CH:21]=2)[N:18]([S:26]([C:29]2[CH:34]=[CH:33][CH:32]=[CH:31][CH:30]=2)(=[O:28])=[O:27])[CH:17]=[C:16]3[C:13]2[CH2:14][CH2:15][N:10]([CH3:9])[CH2:11][CH:12]=2)[C:5]([CH3:6])=[CH:4][CH:3]=1, predict the reactants needed to synthesize it. The reactants are: [CH3:1][C:2](=O)[CH2:3][CH2:4][C:5](=O)[CH3:6].[CH3:9][N:10]1[CH2:15][CH:14]=[C:13]([C:16]2[C:24]3[C:19](=[CH:20][CH:21]=[C:22]([NH2:25])[CH:23]=3)[N:18]([S:26]([C:29]3[CH:34]=[CH:33][CH:32]=[CH:31][CH:30]=3)(=[O:28])=[O:27])[CH:17]=2)[CH2:12][CH2:11]1.C(O)(=O)C. (7) Given the product [C:38]([CH2:37][C:7]1[N:8]([C:26]2[CH:31]=[CH:30][C:29]([O:32][C:33]([F:36])([F:35])[F:34])=[CH:28][CH:27]=2)[C:9]2[C:14]([C:6]=1[C:4]([OH:5])=[O:3])=[CH:13][C:12]([O:15][C:16]1[CH:21]=[CH:20][C:19]([C:22]([F:24])([F:25])[F:23])=[CH:18][N:17]=1)=[CH:11][CH:10]=2)([OH:40])=[O:39], predict the reactants needed to synthesize it. The reactants are: C([O:3][C:4]([C:6]1[C:14]2[C:9](=[CH:10][CH:11]=[C:12]([O:15][C:16]3[CH:21]=[CH:20][C:19]([C:22]([F:25])([F:24])[F:23])=[CH:18][N:17]=3)[CH:13]=2)[N:8]([C:26]2[CH:31]=[CH:30][C:29]([O:32][C:33]([F:36])([F:35])[F:34])=[CH:28][CH:27]=2)[C:7]=1[CH2:37][C:38]([O:40]CC)=[O:39])=[O:5])C.[OH-].[Na+].CCO.C(O)(=O)CC(CC(O)=O)(C(O)=O)O.